This data is from NCI-60 drug combinations with 297,098 pairs across 59 cell lines. The task is: Regression. Given two drug SMILES strings and cell line genomic features, predict the synergy score measuring deviation from expected non-interaction effect. (1) Drug 2: CC1=C(C=C(C=C1)C(=O)NC2=CC(=CC(=C2)C(F)(F)F)N3C=C(N=C3)C)NC4=NC=CC(=N4)C5=CN=CC=C5. Synergy scores: CSS=9.36, Synergy_ZIP=-2.85, Synergy_Bliss=-1.12, Synergy_Loewe=-5.49, Synergy_HSA=-5.33. Drug 1: C1=NC2=C(N1)C(=S)N=C(N2)N. Cell line: A498. (2) Drug 1: C1C(C(OC1N2C=NC3=C(N=C(N=C32)Cl)N)CO)O. Drug 2: CC1CCC2CC(C(=CC=CC=CC(CC(C(=O)C(C(C(=CC(C(=O)CC(OC(=O)C3CCCCN3C(=O)C(=O)C1(O2)O)C(C)CC4CCC(C(C4)OC)O)C)C)O)OC)C)C)C)OC. Cell line: SW-620. Synergy scores: CSS=23.2, Synergy_ZIP=-9.65, Synergy_Bliss=-1.36, Synergy_Loewe=-4.70, Synergy_HSA=-1.42. (3) Drug 1: C1=CN(C(=O)N=C1N)C2C(C(C(O2)CO)O)O.Cl. Drug 2: CC1CCC2CC(C(=CC=CC=CC(CC(C(=O)C(C(C(=CC(C(=O)CC(OC(=O)C3CCCCN3C(=O)C(=O)C1(O2)O)C(C)CC4CCC(C(C4)OC)OCCO)C)C)O)OC)C)C)C)OC. Cell line: MDA-MB-435. Synergy scores: CSS=19.8, Synergy_ZIP=-7.45, Synergy_Bliss=-1.37, Synergy_Loewe=0.547, Synergy_HSA=0.819. (4) Drug 1: CC1=CC=C(C=C1)C2=CC(=NN2C3=CC=C(C=C3)S(=O)(=O)N)C(F)(F)F. Drug 2: CC1CCC2CC(C(=CC=CC=CC(CC(C(=O)C(C(C(=CC(C(=O)CC(OC(=O)C3CCCCN3C(=O)C(=O)C1(O2)O)C(C)CC4CCC(C(C4)OC)O)C)C)O)OC)C)C)C)OC. Cell line: SK-MEL-28. Synergy scores: CSS=16.5, Synergy_ZIP=-2.45, Synergy_Bliss=3.09, Synergy_Loewe=-2.74, Synergy_HSA=2.55.